From a dataset of Forward reaction prediction with 1.9M reactions from USPTO patents (1976-2016). Predict the product of the given reaction. Given the reactants Cl[CH2:2][C:3]1[O:4][C:5]([C:8]2[CH:13]=[CH:12][C:11]([CH3:14])=[CH:10][CH:9]=2)=[N:6][N:7]=1.[Cl:15][C:16]1[CH:21]=[CH:20][CH:19]=[CH:18][C:17]=1[N:22]1[C:26]([C:27]2[CH:32]=[CH:31][C:30]([Cl:33])=[C:29]([Cl:34])[CH:28]=2)=[N:25][N:24]=[C:23]1[SH:35].C([O-])([O-])=O.[K+].[K+], predict the reaction product. The product is: [C:11]1([CH3:14])[CH:12]=[CH:13][C:8]([C:5]2[O:4][C:3]([CH2:2][S:35][C:23]3[N:22]([C:17]4[CH:18]=[CH:19][CH:20]=[CH:21][C:16]=4[Cl:15])[C:26]([C:27]4[CH:32]=[CH:31][C:30]([Cl:33])=[C:29]([Cl:34])[CH:28]=4)=[N:25][N:24]=3)=[N:7][N:6]=2)=[CH:9][CH:10]=1.